From a dataset of Reaction yield outcomes from USPTO patents with 853,638 reactions. Predict the reaction yield, written as a fraction of the theoretical maximum amount of product (1.0 means a 100% yield; for example, 0.34 means a 34% yield). The reactants are I[C:2]1[CH:7]=[CH:6][C:5]([N+:8]([O-:10])=[O:9])=[CH:4][CH:3]=1.C(=O)([O-])[O-].[Cs+].[Cs+].C1(P(C2C=CC=CC=2)C2C=CC3C(=CC=CC=3)C=2C2C3C(=CC=CC=3)C=CC=2P(C2C=CC=CC=2)C2C=CC=CC=2)C=CC=CC=1.[NH2:63][C:64]1[CH:65]=[CH:66][C:67]([O:79][CH3:80])=[C:68]([C:70]2[CH:75]=[CH:74][CH:73]=[C:72]([C:76](=[O:78])[CH3:77])[CH:71]=2)[CH:69]=1. The catalyst is C1(C)C=CC=CC=1.C1C=CC(/C=C/C(/C=C/C2C=CC=CC=2)=O)=CC=1.C1C=CC(/C=C/C(/C=C/C2C=CC=CC=2)=O)=CC=1.C1C=CC(/C=C/C(/C=C/C2C=CC=CC=2)=O)=CC=1.[Pd].[Pd]. The product is [CH3:80][O:79][C:67]1[CH:66]=[CH:65][C:64]([NH:63][C:2]2[CH:7]=[CH:6][C:5]([N+:8]([O-:10])=[O:9])=[CH:4][CH:3]=2)=[CH:69][C:68]=1[C:70]1[CH:75]=[CH:74][CH:73]=[C:72]([C:76](=[O:78])[CH3:77])[CH:71]=1. The yield is 0.230.